Task: Predict the product of the given reaction.. Dataset: Forward reaction prediction with 1.9M reactions from USPTO patents (1976-2016) (1) Given the reactants [Br:1][C:2]1[CH:3]=[CH:4][C:5]2[N:9]=[C:8]([CH3:10])[NH:7][C:6]=2[CH:11]=1.[H-].[Na+].Cl[CH2:15][O:16][CH2:17][CH2:18][Si:19]([CH3:22])([CH3:21])[CH3:20].O, predict the reaction product. The product is: [Br:1][C:2]1[CH:3]=[CH:4][C:5]2[N:9]=[C:8]([CH3:10])[N:7]([CH2:15][O:16][CH2:17][CH2:18][Si:19]([CH3:22])([CH3:21])[CH3:20])[C:6]=2[CH:11]=1. (2) Given the reactants C(O)(C(F)(F)F)=O.C(OC(=O)[NH:14][CH2:15][C:16]([CH3:50])([CH3:49])[CH2:17][NH:18][C:19](=[O:48])[C:20]1[CH:25]=[CH:24][C:23]([NH:26][C:27]2[N:32]=[C:31]([NH:33][CH2:34][C:35]3[CH:40]=[CH:39][C:38]([OH:41])=[CH:37][CH:36]=3)[N:30]=[C:29]([O:42][CH2:43][C:44]([F:47])([F:46])[F:45])[N:28]=2)=[CH:22][CH:21]=1)(C)(C)C, predict the reaction product. The product is: [NH2:14][CH2:15][C:16]([CH3:50])([CH3:49])[CH2:17][NH:18][C:19](=[O:48])[C:20]1[CH:25]=[CH:24][C:23]([NH:26][C:27]2[N:32]=[C:31]([NH:33][CH2:34][C:35]3[CH:40]=[CH:39][C:38]([OH:41])=[CH:37][CH:36]=3)[N:30]=[C:29]([O:42][CH2:43][C:44]([F:47])([F:46])[F:45])[N:28]=2)=[CH:22][CH:21]=1. (3) Given the reactants [Si:1]([O:8][CH:9]1[C:17]2[C:12](=[C:13]([CH3:34])[C:14]([CH:18]([OH:33])[C:19]([N:22]3[CH2:32][CH2:31][C:25]4([C:29](=[O:30])[NH:28][CH2:27][CH2:26]4)[CH2:24][CH2:23]3)([CH3:21])[CH3:20])=[CH:15][CH:16]=2)[CH2:11][O:10]1)([C:4]([CH3:7])([CH3:6])[CH3:5])([CH3:3])[CH3:2].FC(F)(F)S(O[C:41]1[CH2:42][O:43][C:44](=[O:47])[C:45]=1[CH3:46])(=O)=O.C(=O)([O-])[O-].[K+].[K+].CC1(C)C2C(=C(P(C3C=CC=CC=3)C3C=CC=CC=3)C=CC=2)OC2C(P(C3C=CC=CC=3)C3C=CC=CC=3)=CC=CC1=2.O, predict the reaction product. The product is: [Si:1]([O:8][CH:9]1[C:17]2[C:12](=[C:13]([CH3:34])[C:14]([CH:18]([OH:33])[C:19]([N:22]3[CH2:23][CH2:24][C:25]4([C:29](=[O:30])[N:28]([C:41]5[CH2:42][O:43][C:44](=[O:47])[C:45]=5[CH3:46])[CH2:27][CH2:26]4)[CH2:31][CH2:32]3)([CH3:21])[CH3:20])=[CH:15][CH:16]=2)[CH2:11][O:10]1)([C:4]([CH3:5])([CH3:6])[CH3:7])([CH3:2])[CH3:3]. (4) Given the reactants [CH3:1][O:2][CH2:3][CH2:4]O.C1(P(C2C=CC=CC=2)C2C=CC=CC=2)C=CC=CC=1.N(C(OC(C)C)=O)=NC(OC(C)C)=O.[Cl:39][C:40]1[CH:41]=[CH:42][C:43]([CH3:62])=[C:44]([CH:61]=1)[CH2:45][NH:46][C:47]([C:49]1[O:53][N:52]=[C:51]([NH:54][C:55](=[O:60])[C:56]([F:59])([F:58])[F:57])[CH:50]=1)=[O:48], predict the reaction product. The product is: [Cl:39][C:40]1[CH:41]=[CH:42][C:43]([CH3:62])=[C:44]([CH:61]=1)[CH2:45][NH:46][C:47]([C:49]1[O:53][N:52]=[C:51]([N:54]([CH2:4][CH2:3][O:2][CH3:1])[C:55](=[O:60])[C:56]([F:58])([F:59])[F:57])[CH:50]=1)=[O:48]. (5) Given the reactants I[C:2]1[C:10]2[C:5](=[CH:6][CH:7]=[CH:8][C:9]=2[N+:11]([O-])=O)[N:4]([CH2:14][C:15]2[CH:16]=[C:17]([CH:23]=[CH:24][CH:25]=2)[C:18]([N:20]([CH3:22])[CH3:21])=[O:19])[N:3]=1.[NH4+].[Cl-], predict the reaction product. The product is: [NH2:11][C:9]1[CH:8]=[CH:7][CH:6]=[C:5]2[C:10]=1[CH:2]=[N:3][N:4]2[CH2:14][C:15]1[CH:16]=[C:17]([CH:23]=[CH:24][CH:25]=1)[C:18]([N:20]([CH3:22])[CH3:21])=[O:19]. (6) Given the reactants [Br:1][C:2]1[CH:3]=[C:4]2[C:8](=[CH:9][CH:10]=1)[N:7](S(C1C=CC(C)=CC=1)(=O)=O)[CH:6]=[C:5]2[CH2:21][C:22]1[CH:27]=[CH:26][C:25]([C:28]([CH3:32])([CH3:31])[C:29]#[N:30])=[CH:24][CH:23]=1.C(=O)([O-])[O-].[Cs+].[Cs+], predict the reaction product. The product is: [Br:1][C:2]1[CH:3]=[C:4]2[C:8](=[CH:9][CH:10]=1)[NH:7][CH:6]=[C:5]2[CH2:21][C:22]1[CH:27]=[CH:26][C:25]([C:28]([CH3:32])([CH3:31])[C:29]#[N:30])=[CH:24][CH:23]=1. (7) Given the reactants [NH2:1][C:2]12[CH2:9][CH2:8][C:5]([CH:10]([OH:28])[CH2:11][C:12]3[C:21]4[C:16](=[CH:17][CH:18]=[C:19]([O:22][CH2:23][CH2:24][OH:25])[N:20]=4)[N:15]=[CH:14][C:13]=3[C:26]#[N:27])([CH2:6][CH2:7]1)[O:4][CH2:3]2.[O:29]=[C:30]1[CH2:35][O:34][C:33]2[CH:36]=[CH:37][C:38]([CH:40]=O)=[N:39][C:32]=2[NH:31]1, predict the reaction product. The product is: [OH:28][CH:10]([C:5]12[CH2:8][CH2:9][C:2]([NH:1][CH2:40][C:38]3[CH:37]=[CH:36][C:33]4[O:34][CH2:35][C:30](=[O:29])[NH:31][C:32]=4[N:39]=3)([CH2:7][CH2:6]1)[CH2:3][O:4]2)[CH2:11][C:12]1[C:21]2[C:16](=[CH:17][CH:18]=[C:19]([O:22][CH2:23][CH2:24][OH:25])[N:20]=2)[N:15]=[CH:14][C:13]=1[C:26]#[N:27]. (8) Given the reactants [NH2:1][C:2]1[C:7]([C:8]([OH:11])([CH3:10])[CH3:9])=[CH:6][CH:5]=[CH:4][N:3]=1.[C:12](N1C=CN=C1)(N1C=CN=C1)=[O:13], predict the reaction product. The product is: [CH3:10][C:8]1([CH3:9])[O:11][C:12](=[O:13])[NH:1][C:2]2[N:3]=[CH:4][CH:5]=[CH:6][C:7]1=2. (9) Given the reactants [F:1][C:2]1[CH:3]=[CH:4][C:5]2[O:9][CH:8]=[CH:7][C:6]=2[CH:10]=1.CN(C)CCN(C)C.[Li]CCCC.[B:24](OC(C)C)([O:29]C(C)C)[O:25]C(C)C, predict the reaction product. The product is: [F:1][C:2]1[CH:3]=[CH:4][C:5]2[O:9][C:8]([B:24]([OH:29])[OH:25])=[CH:7][C:6]=2[CH:10]=1.